This data is from NCI-60 drug combinations with 297,098 pairs across 59 cell lines. The task is: Regression. Given two drug SMILES strings and cell line genomic features, predict the synergy score measuring deviation from expected non-interaction effect. (1) Synergy scores: CSS=54.7, Synergy_ZIP=1.57, Synergy_Bliss=0.857, Synergy_Loewe=-22.4, Synergy_HSA=-1.81. Cell line: MOLT-4. Drug 2: CN1C2=C(C=C(C=C2)N(CCCl)CCCl)N=C1CCCC(=O)O.Cl. Drug 1: C1CC(C1)(C(=O)O)C(=O)O.[NH2-].[NH2-].[Pt+2]. (2) Drug 1: C1CN1C2=NC(=NC(=N2)N3CC3)N4CC4. Drug 2: CC(C)CN1C=NC2=C1C3=CC=CC=C3N=C2N. Cell line: MDA-MB-231. Synergy scores: CSS=33.3, Synergy_ZIP=-1.48, Synergy_Bliss=3.92, Synergy_Loewe=4.06, Synergy_HSA=4.31. (3) Drug 1: COC1=C(C=C2C(=C1)N=CN=C2NC3=CC(=C(C=C3)F)Cl)OCCCN4CCOCC4. Drug 2: CC(C)(C#N)C1=CC(=CC(=C1)CN2C=NC=N2)C(C)(C)C#N. Cell line: A498. Synergy scores: CSS=26.7, Synergy_ZIP=-7.06, Synergy_Bliss=-0.949, Synergy_Loewe=-1.17, Synergy_HSA=-0.317. (4) Drug 1: CC1OCC2C(O1)C(C(C(O2)OC3C4COC(=O)C4C(C5=CC6=C(C=C35)OCO6)C7=CC(=C(C(=C7)OC)O)OC)O)O. Drug 2: C1CN(CCN1C(=O)CCBr)C(=O)CCBr. Cell line: EKVX. Synergy scores: CSS=18.7, Synergy_ZIP=-7.22, Synergy_Bliss=1.42, Synergy_Loewe=-15.2, Synergy_HSA=0.639. (5) Drug 1: CN(C)C1=NC(=NC(=N1)N(C)C)N(C)C. Drug 2: CCCCC(=O)OCC(=O)C1(CC(C2=C(C1)C(=C3C(=C2O)C(=O)C4=C(C3=O)C=CC=C4OC)O)OC5CC(C(C(O5)C)O)NC(=O)C(F)(F)F)O. Cell line: NCI-H322M. Synergy scores: CSS=2.33, Synergy_ZIP=0.216, Synergy_Bliss=-0.211, Synergy_Loewe=-2.45, Synergy_HSA=-2.34. (6) Drug 1: CC1C(C(=O)NC(C(=O)N2CCCC2C(=O)N(CC(=O)N(C(C(=O)O1)C(C)C)C)C)C(C)C)NC(=O)C3=C4C(=C(C=C3)C)OC5=C(C(=O)C(=C(C5=N4)C(=O)NC6C(OC(=O)C(N(C(=O)CN(C(=O)C7CCCN7C(=O)C(NC6=O)C(C)C)C)C)C(C)C)C)N)C. Drug 2: C(CC(=O)O)C(=O)CN.Cl. Cell line: HCT-15. Synergy scores: CSS=4.64, Synergy_ZIP=-7.19, Synergy_Bliss=-9.87, Synergy_Loewe=-6.12, Synergy_HSA=-6.62.